Regression. Given a peptide amino acid sequence and an MHC pseudo amino acid sequence, predict their binding affinity value. This is MHC class II binding data. From a dataset of Peptide-MHC class II binding affinity with 134,281 pairs from IEDB. (1) The peptide sequence is LVSLLTFMIAATYNFAVLKL. The MHC is DRB5_0101 with pseudo-sequence DRB5_0101. The binding affinity (normalized) is 0.362. (2) The peptide sequence is YDKFLANVSTVLTCK. The MHC is DRB1_0404 with pseudo-sequence DRB1_0404. The binding affinity (normalized) is 0.681. (3) The peptide sequence is VNYWFAPGAAAAPLS. The MHC is DRB1_0405 with pseudo-sequence DRB1_0405. The binding affinity (normalized) is 0.340. (4) The peptide sequence is AAATAGTTVYGAFIA. The MHC is HLA-DQA10102-DQB10602 with pseudo-sequence HLA-DQA10102-DQB10602. The binding affinity (normalized) is 0.739.